Dataset: NCI-60 drug combinations with 297,098 pairs across 59 cell lines. Task: Regression. Given two drug SMILES strings and cell line genomic features, predict the synergy score measuring deviation from expected non-interaction effect. (1) Drug 1: CC(C1=C(C=CC(=C1Cl)F)Cl)OC2=C(N=CC(=C2)C3=CN(N=C3)C4CCNCC4)N. Drug 2: CC1CCCC2(C(O2)CC(NC(=O)CC(C(C(=O)C(C1O)C)(C)C)O)C(=CC3=CSC(=N3)C)C)C. Cell line: IGROV1. Synergy scores: CSS=3.22, Synergy_ZIP=0.124, Synergy_Bliss=2.43, Synergy_Loewe=-0.646, Synergy_HSA=0.860. (2) Drug 1: CN(C)N=NC1=C(NC=N1)C(=O)N. Drug 2: C1=CC(=CC=C1CC(C(=O)O)N)N(CCCl)CCCl.Cl. Cell line: MDA-MB-435. Synergy scores: CSS=-3.21, Synergy_ZIP=4.34, Synergy_Bliss=6.86, Synergy_Loewe=-0.396, Synergy_HSA=0.577. (3) Drug 1: CN(C)N=NC1=C(NC=N1)C(=O)N. Drug 2: CC1=C(C=C(C=C1)C(=O)NC2=CC(=CC(=C2)C(F)(F)F)N3C=C(N=C3)C)NC4=NC=CC(=N4)C5=CN=CC=C5. Cell line: K-562. Synergy scores: CSS=41.7, Synergy_ZIP=-9.18, Synergy_Bliss=-17.5, Synergy_Loewe=-43.5, Synergy_HSA=-15.0. (4) Drug 1: C1CC(=O)NC(=O)C1N2C(=O)C3=CC=CC=C3C2=O. Drug 2: CC12CCC3C(C1CCC2OP(=O)(O)O)CCC4=C3C=CC(=C4)OC(=O)N(CCCl)CCCl.[Na+]. Cell line: SF-268. Synergy scores: CSS=28.8, Synergy_ZIP=-7.51, Synergy_Bliss=0.818, Synergy_Loewe=0.728, Synergy_HSA=0.966. (5) Drug 1: C1=CC(=C2C(=C1NCCNCCO)C(=O)C3=C(C=CC(=C3C2=O)O)O)NCCNCCO. Drug 2: C1CC(=O)NC(=O)C1N2C(=O)C3=CC=CC=C3C2=O. Cell line: M14. Synergy scores: CSS=7.06, Synergy_ZIP=0.701, Synergy_Bliss=2.45, Synergy_Loewe=-38.3, Synergy_HSA=1.91. (6) Drug 1: CC1OCC2C(O1)C(C(C(O2)OC3C4COC(=O)C4C(C5=CC6=C(C=C35)OCO6)C7=CC(=C(C(=C7)OC)O)OC)O)O. Drug 2: N.N.Cl[Pt+2]Cl. Cell line: NCI-H322M. Synergy scores: CSS=12.8, Synergy_ZIP=2.01, Synergy_Bliss=5.23, Synergy_Loewe=2.14, Synergy_HSA=4.26.